Regression. Given two drug SMILES strings and cell line genomic features, predict the synergy score measuring deviation from expected non-interaction effect. From a dataset of NCI-60 drug combinations with 297,098 pairs across 59 cell lines. (1) Drug 1: CCC(=C(C1=CC=CC=C1)C2=CC=C(C=C2)OCCN(C)C)C3=CC=CC=C3.C(C(=O)O)C(CC(=O)O)(C(=O)O)O. Drug 2: CCCCC(=O)OCC(=O)C1(CC(C2=C(C1)C(=C3C(=C2O)C(=O)C4=C(C3=O)C=CC=C4OC)O)OC5CC(C(C(O5)C)O)NC(=O)C(F)(F)F)O. Cell line: SNB-75. Synergy scores: CSS=44.8, Synergy_ZIP=0.0105, Synergy_Bliss=0.381, Synergy_Loewe=-15.4, Synergy_HSA=0.685. (2) Drug 1: CS(=O)(=O)C1=CC(=C(C=C1)C(=O)NC2=CC(=C(C=C2)Cl)C3=CC=CC=N3)Cl. Drug 2: CCC1=C2CN3C(=CC4=C(C3=O)COC(=O)C4(CC)O)C2=NC5=C1C=C(C=C5)O. Cell line: UACC62. Synergy scores: CSS=40.0, Synergy_ZIP=3.12, Synergy_Bliss=3.40, Synergy_Loewe=-12.5, Synergy_HSA=2.80. (3) Drug 1: CC1=CC=C(C=C1)C2=CC(=NN2C3=CC=C(C=C3)S(=O)(=O)N)C(F)(F)F. Drug 2: COCCOC1=C(C=C2C(=C1)C(=NC=N2)NC3=CC=CC(=C3)C#C)OCCOC.Cl. Cell line: SF-268. Synergy scores: CSS=-1.51, Synergy_ZIP=2.74, Synergy_Bliss=4.13, Synergy_Loewe=-2.78, Synergy_HSA=-1.62. (4) Drug 1: CN1CCC(CC1)COC2=C(C=C3C(=C2)N=CN=C3NC4=C(C=C(C=C4)Br)F)OC. Drug 2: CC1=CC2C(CCC3(C2CCC3(C(=O)C)OC(=O)C)C)C4(C1=CC(=O)CC4)C. Cell line: A549. Synergy scores: CSS=27.1, Synergy_ZIP=0.354, Synergy_Bliss=9.63, Synergy_Loewe=2.89, Synergy_HSA=12.1. (5) Drug 1: CC12CCC3C(C1CCC2=O)CC(=C)C4=CC(=O)C=CC34C. Drug 2: COC1=NC(=NC2=C1N=CN2C3C(C(C(O3)CO)O)O)N. Cell line: KM12. Synergy scores: CSS=19.8, Synergy_ZIP=-2.12, Synergy_Bliss=-4.00, Synergy_Loewe=-20.8, Synergy_HSA=-1.88.